Dataset: Catalyst prediction with 721,799 reactions and 888 catalyst types from USPTO. Task: Predict which catalyst facilitates the given reaction. (1) Reactant: [OH:1][CH:2]([C:23]1[CH:28]=[CH:27][CH:26]=[CH:25][CH:24]=1)[C:3]1[CH:8]=[CH:7][C:6]([NH:9][C:10]([CH:12]2[O:16][N:15]=[C:14]([C:17]3[CH:18]=[N:19][CH:20]=[CH:21][CH:22]=3)[CH2:13]2)=[O:11])=[CH:5][CH:4]=1.C(N(CC)CC)C.[C:36](OC(=O)C)(=[O:38])[CH3:37].O. The catalyst class is: 143. Product: [C:36]([O:1][CH:2]([C:3]1[CH:4]=[CH:5][C:6]([NH:9][C:10]([CH:12]2[O:16][N:15]=[C:14]([C:17]3[CH:18]=[N:19][CH:20]=[CH:21][CH:22]=3)[CH2:13]2)=[O:11])=[CH:7][CH:8]=1)[C:23]1[CH:24]=[CH:25][CH:26]=[CH:27][CH:28]=1)(=[O:38])[CH3:37]. (2) Reactant: [CH3:1][C@H:2]1[CH2:7][C@@H:6]([O:8][C:9]2[CH:14]=[CH:13][N:12]([C:15]3[CH:20]=[CH:19][C:18]([S:21]([CH3:24])(=[O:23])=[O:22])=[CH:17][CH:16]=3)[C:11](=[O:25])[CH:10]=2)[CH2:5][CH2:4][N:3]1C(OC(C)(C)C)=O.[ClH:33]. Product: [ClH:33].[CH3:1][C@H:2]1[CH2:7][C@@H:6]([O:8][C:9]2[CH:14]=[CH:13][N:12]([C:15]3[CH:20]=[CH:19][C:18]([S:21]([CH3:24])(=[O:23])=[O:22])=[CH:17][CH:16]=3)[C:11](=[O:25])[CH:10]=2)[CH2:5][CH2:4][NH:3]1. The catalyst class is: 5. (3) Reactant: [CH3:1][O:2][C:3]([C:5]1(C(O)=O)[C:7]2([CH2:10][CH2:9][CH2:8]2)[CH2:6]1)=[O:4].C1C=CC(P([N:28]=[N+]=[N-])(C2C=CC=CC=2)=O)=CC=1.CCN(CC)CC.[ClH:38].O1CCOCC1. Product: [ClH:38].[CH3:1][O:2][C:3]([C:5]1([NH2:28])[C:7]2([CH2:10][CH2:9][CH2:8]2)[CH2:6]1)=[O:4]. The catalyst class is: 218. (4) Reactant: [N:1]1([S:11]([C:14]2[O:18][C:17]([C:19]([O:21]C)=[O:20])=[CH:16][CH:15]=2)(=[O:13])=[O:12])[C:10]2[C:5](=[CH:6][CH:7]=[CH:8][CH:9]=2)[CH2:4][CH2:3][CH2:2]1.[OH-].[Na+].C1COCC1.Cl. Product: [N:1]1([S:11]([C:14]2[O:18][C:17]([C:19]([OH:21])=[O:20])=[CH:16][CH:15]=2)(=[O:12])=[O:13])[C:10]2[C:5](=[CH:6][CH:7]=[CH:8][CH:9]=2)[CH2:4][CH2:3][CH2:2]1. The catalyst class is: 5. (5) Reactant: [CH3:1][O:2][C:3]1[CH:4]=[C:5]([CH2:31][CH2:32][C:33]([O:35]C)=[O:34])[CH:6]=[CH:7][C:8]=1[O:9][CH2:10][CH2:11][CH:12]([C:17]1[S:18][C:19]2[CH:26]=[C:25]([C:27]([F:30])([F:29])[F:28])[CH:24]=[CH:23][C:20]=2[C:21]=1[CH3:22])[CH2:13][CH2:14][CH2:15][CH3:16].[OH-].[Na+]. Product: [CH3:1][O:2][C:3]1[CH:4]=[C:5]([CH2:31][CH2:32][C:33]([OH:35])=[O:34])[CH:6]=[CH:7][C:8]=1[O:9][CH2:10][CH2:11][CH:12]([C:17]1[S:18][C:19]2[CH:26]=[C:25]([C:27]([F:28])([F:30])[F:29])[CH:24]=[CH:23][C:20]=2[C:21]=1[CH3:22])[CH2:13][CH2:14][CH2:15][CH3:16]. The catalyst class is: 92.